From a dataset of Catalyst prediction with 721,799 reactions and 888 catalyst types from USPTO. Predict which catalyst facilitates the given reaction. (1) Reactant: [H-].[Na+].[CH3:3][N:4]1[C:8]2[CH:9]=[C:10]([C:13]3[CH:14]=[C:15](O)[CH:16]=[CH:17][CH:18]=3)[CH:11]=[CH:12][C:7]=2[N:6]=[CH:5]1.Cl[CH2:21][C@@H:22]1[CH2:24][O:23]1.C[N:26](C=O)C. Product: [CH3:3][N:4]1[C:8]2[CH:9]=[C:10]([C:13]3[CH:14]=[C:15]([CH:16]=[CH:17][CH:18]=3)[NH:26][CH2:21][C@H:22]3[CH2:24][O:23]3)[CH:11]=[CH:12][C:7]=2[N:6]=[CH:5]1. The catalyst class is: 6. (2) Reactant: C(OC(=O)[N:7]([CH2:29][C:30]1[CH:39]=[CH:38][C:33]2[O:34][CH2:35][CH2:36][O:37][C:32]=2[CH:31]=1)[CH:8]1[CH2:13][CH2:12][N:11]([CH2:14][CH2:15][N:16]2[C:25]3[C:20](=[C:21]([NH:26][CH3:27])[CH:22]=[CH:23][CH:24]=3)[CH:19]=[CH:18][C:17]2=[O:28])[CH2:10][CH2:9]1)CCC.[ClH:41].O1CCOCC1. Product: [ClH:41].[O:34]1[C:33]2[CH:38]=[CH:39][C:30]([CH2:29][NH:7][CH:8]3[CH2:13][CH2:12][N:11]([CH2:14][CH2:15][N:16]4[C:25]5[C:20](=[C:21]([NH:26][CH3:27])[CH:22]=[CH:23][CH:24]=5)[CH:19]=[CH:18][C:17]4=[O:28])[CH2:10][CH2:9]3)=[CH:31][C:32]=2[O:37][CH2:36][CH2:35]1. The catalyst class is: 12. (3) Reactant: [S:1]1[CH:5]=[CH:4][N:3]=[C:2]1[C:6]1[CH:11]=[CH:10][C:9]([OH:12])=[CH:8][CH:7]=1.I[C:14]1[CH:19]=[CH:18][CH:17]=[CH:16][C:15]=1[O:20][CH3:21].Cl.CN(C)CC(O)=O. Product: [CH3:21][O:20][C:15]1[CH:16]=[CH:17][C:18]([O:12][C:9]2[CH:10]=[CH:11][C:6]([C:2]3[S:1][CH:5]=[CH:4][N:3]=3)=[CH:7][CH:8]=2)=[CH:19][CH:14]=1. The catalyst class is: 185.